From a dataset of NCI-60 drug combinations with 297,098 pairs across 59 cell lines. Regression. Given two drug SMILES strings and cell line genomic features, predict the synergy score measuring deviation from expected non-interaction effect. (1) Drug 1: C1=CC=C(C(=C1)C(C2=CC=C(C=C2)Cl)C(Cl)Cl)Cl. Drug 2: CC(C)CN1C=NC2=C1C3=CC=CC=C3N=C2N. Cell line: SK-MEL-28. Synergy scores: CSS=-0.598, Synergy_ZIP=1.37, Synergy_Bliss=1.42, Synergy_Loewe=-2.78, Synergy_HSA=-1.03. (2) Drug 1: C1=NC(=NC(=O)N1C2C(C(C(O2)CO)O)O)N. Drug 2: CCC1(C2=C(COC1=O)C(=O)N3CC4=CC5=C(C=CC(=C5CN(C)C)O)N=C4C3=C2)O.Cl. Cell line: SW-620. Synergy scores: CSS=38.5, Synergy_ZIP=-4.17, Synergy_Bliss=-4.96, Synergy_Loewe=-5.05, Synergy_HSA=-1.11. (3) Drug 1: C1=CC(=C2C(=C1NCCNCCO)C(=O)C3=C(C=CC(=C3C2=O)O)O)NCCNCCO. Drug 2: CC(C1=C(C=CC(=C1Cl)F)Cl)OC2=C(N=CC(=C2)C3=CN(N=C3)C4CCNCC4)N. Cell line: A498. Synergy scores: CSS=35.2, Synergy_ZIP=0.0186, Synergy_Bliss=-0.0399, Synergy_Loewe=-9.53, Synergy_HSA=1.43.